This data is from Forward reaction prediction with 1.9M reactions from USPTO patents (1976-2016). The task is: Predict the product of the given reaction. (1) Given the reactants Br[CH2:2][C:3]1[S:7][C:6]([CH:8]=[O:9])=[CH:5][CH:4]=1.[OH-].[Na+].[CH2:12]([OH:15])[CH2:13][OH:14], predict the reaction product. The product is: [OH:14][CH2:13][CH2:12][O:15][CH2:2][C:3]1[S:7][C:6]([CH:8]=[O:9])=[CH:5][CH:4]=1. (2) Given the reactants [NH2:1][C:2]1[N:7]=[CH:6][C:5]([C:8]#[CH:9])=[CH:4][N:3]=1.Br[C:11]1[S:15][C:14]([NH:16][C:17]([NH:19][CH2:20][C:21]2[O:22][C:23]([CH3:26])=[CH:24][CH:25]=2)=[O:18])=[N:13][CH:12]=1.CN(C)C(N(C)C)=N, predict the reaction product. The product is: [NH2:1][C:2]1[N:7]=[CH:6][C:5]([C:8]#[C:9][C:11]2[S:15][C:14]([NH:16][C:17]([NH:19][CH2:20][C:21]3[O:22][C:23]([CH3:26])=[CH:24][CH:25]=3)=[O:18])=[N:13][CH:12]=2)=[CH:4][N:3]=1.